From a dataset of Catalyst prediction with 721,799 reactions and 888 catalyst types from USPTO. Predict which catalyst facilitates the given reaction. Reactant: [Cl:1][CH2:2][C@H:3]1[O:7][C:6](=[O:8])[NH:5][CH2:4]1.Br[C:10]1[CH:15]=[CH:14][C:13]([Cl:16])=[CH:12][N:11]=1.C(=O)([O-])[O-].[Cs+].[Cs+].CC1(C)C2C=CC=C(P(C3C=CC=CC=3)C3C=CC=CC=3)C=2OC2C1=CC=CC=2P(C1C=CC=CC=1)C1C=CC=CC=1. Product: [Cl:1][CH2:2][C@H:3]1[O:7][C:6](=[O:8])[N:5]([C:10]2[CH:15]=[CH:14][C:13]([Cl:16])=[CH:12][N:11]=2)[CH2:4]1. The catalyst class is: 12.